Predict which catalyst facilitates the given reaction. From a dataset of Catalyst prediction with 721,799 reactions and 888 catalyst types from USPTO. Reactant: [Br:1][CH2:2][C:3]1[CH:55]=[CH:54][C:6]([CH2:7][O:8][C:9]2[CH:14]=[CH:13][C:12]([CH:15]3[N:18]([C:19]4[CH:24]=[CH:23][C:22]([F:25])=[CH:21][CH:20]=4)[C:17](=[O:26])[CH:16]3[CH2:27][CH2:28][CH:29]([O:37][Si](C(C)(C)C)(C)C)[C:30]3[CH:35]=[CH:34][C:33]([F:36])=[CH:32][CH:31]=3)=[C:11]([O:45]COCC[Si](C)(C)C)[CH:10]=2)=[CH:5][CH:4]=1.Cl. Product: [Br:1][CH2:2][C:3]1[CH:55]=[CH:54][C:6]([CH2:7][O:8][C:9]2[CH:14]=[CH:13][C:12]([CH:15]3[N:18]([C:19]4[CH:24]=[CH:23][C:22]([F:25])=[CH:21][CH:20]=4)[C:17](=[O:26])[CH:16]3[CH2:27][CH2:28][CH:29]([C:30]3[CH:31]=[CH:32][C:33]([F:36])=[CH:34][CH:35]=3)[OH:37])=[C:11]([OH:45])[CH:10]=2)=[CH:5][CH:4]=1. The catalyst class is: 56.